This data is from Forward reaction prediction with 1.9M reactions from USPTO patents (1976-2016). The task is: Predict the product of the given reaction. (1) Given the reactants [Br:1][C:2]1[CH:7]=[C:6]([O:8][CH3:9])[C:5]([OH:10])=[C:4]([O:11][CH3:12])[CH:3]=1.[OH-].[Na+].S(OC)(O[CH3:19])(=O)=O, predict the reaction product. The product is: [CH3:9][O:8][C:6]1[CH:7]=[C:2]([Br:1])[CH:3]=[C:4]([O:11][CH3:12])[C:5]=1[O:10][CH3:19]. (2) Given the reactants [CH3:1][O:2][C:3]1[CH:8]=[C:7]([O:9][CH3:10])[CH:6]=[CH:5][C:4]=1[C:11]([C:13]1[CH:18]=[CH:17][CH:16]=[C:15]([Cl:19])[C:14]=1F)=O.O.[NH2:22][NH2:23], predict the reaction product. The product is: [Cl:19][C:15]1[CH:16]=[CH:17][CH:18]=[C:13]2[C:14]=1[NH:23][N:22]=[C:11]2[C:4]1[CH:5]=[CH:6][C:7]([O:9][CH3:10])=[CH:8][C:3]=1[O:2][CH3:1]. (3) Given the reactants CCN=C=NCCCN(C)C.C1C=CC2N(O)N=NC=2C=1.[Br:22][C:23]1[CH:28]=[CH:27][C:26]([NH:29][C:30]2[C:38]([C:39]([OH:41])=O)=[C:37]3[N:33]([CH2:34][CH2:35][CH2:36]3)[C:32](=[O:42])[CH:31]=2)=[C:25]([CH3:43])[CH:24]=1.[CH:44]1([CH2:47][O:48][NH2:49])[CH2:46][CH2:45]1, predict the reaction product. The product is: [CH:44]1([CH2:47][O:48][NH:49][C:39]([C:38]2[C:30]([NH:29][C:26]3[CH:27]=[CH:28][C:23]([Br:22])=[CH:24][C:25]=3[CH3:43])=[CH:31][C:32](=[O:42])[N:33]3[C:37]=2[CH2:36][CH2:35][CH2:34]3)=[O:41])[CH2:46][CH2:45]1. (4) Given the reactants [CH3:1][C:2]1[N:7]=[C:6]([S:8][CH2:9][C:10]2[N:15]=[CH:14][CH:13]=[CH:12][N:11]=2)[N:5]=[C:4]([OH:16])[CH:3]=1.[ClH:17].O1CCOCC1, predict the reaction product. The product is: [ClH:17].[ClH:17].[CH3:1][C:2]1[N:7]=[C:6]([S:8][CH2:9][C:10]2[N:11]=[CH:12][CH:13]=[CH:14][N:15]=2)[N:5]=[C:4]([OH:16])[CH:3]=1.